From a dataset of Full USPTO retrosynthesis dataset with 1.9M reactions from patents (1976-2016). Predict the reactants needed to synthesize the given product. (1) The reactants are: [Br-].[CH2:2]([N+:4]1[CH:8]=[CH:7][N:6]([C:9]2[C:14]([CH3:15])=[CH:13][C:12]([CH3:16])=[CH:11][C:10]=2[CH3:17])[CH:5]=1)[CH3:3].[F:18][P-:19]([F:24])([F:23])([F:22])([F:21])[F:20].[NH4+]. Given the product [F:18][P-:19]([F:24])([F:23])([F:22])([F:21])[F:20].[CH2:2]([N+:4]1[CH:8]=[CH:7][N:6]([C:9]2[C:14]([CH3:15])=[CH:13][C:12]([CH3:16])=[CH:11][C:10]=2[CH3:17])[CH:5]=1)[CH3:3], predict the reactants needed to synthesize it. (2) Given the product [CH2:1]([NH:8][C:9]([C:11]1[CH:20]=[CH:19][C:18]2[C:13](=[C:14]([C:27]3[CH:26]=[CH:25][CH:24]=[C:23]([Cl:22])[CH:28]=3)[CH:15]=[N:16][CH:17]=2)[N:12]=1)=[O:10])[C:2]1[CH:7]=[CH:6][CH:5]=[CH:4][CH:3]=1, predict the reactants needed to synthesize it. The reactants are: [CH2:1]([NH:8][C:9]([C:11]1[CH:20]=[CH:19][C:18]2[C:13](=[C:14](Br)[CH:15]=[N:16][CH:17]=2)[N:12]=1)=[O:10])[C:2]1[CH:7]=[CH:6][CH:5]=[CH:4][CH:3]=1.[Cl:22][C:23]1[CH:24]=[C:25](B(O)O)[CH:26]=[CH:27][CH:28]=1.C(=O)([O-])[O-].[Cs+].[Cs+]. (3) Given the product [C:1]([C:11]1[CH:31]=[CH:30][C:14]([CH2:15][N:16]([C:40](=[O:41])[CH2:39][CH2:38][C:32]2[CH:37]=[CH:36][CH:35]=[CH:34][CH:33]=2)[C:17]2[CH:18]=[CH:19][C:20](/[CH:23]=[CH:24]/[C:25]([O:27][CH2:28][CH3:29])=[O:26])=[CH:21][CH:22]=2)=[CH:13][CH:12]=1)#[C:2][CH2:3][CH2:4][CH2:5][CH2:6][CH2:7][CH2:8][CH2:9][CH3:10], predict the reactants needed to synthesize it. The reactants are: [C:1]([C:11]1[CH:31]=[CH:30][C:14]([CH2:15][NH:16][C:17]2[CH:22]=[CH:21][C:20](/[CH:23]=[CH:24]/[C:25]([O:27][CH2:28][CH3:29])=[O:26])=[CH:19][CH:18]=2)=[CH:13][CH:12]=1)#[C:2][CH2:3][CH2:4][CH2:5][CH2:6][CH2:7][CH2:8][CH2:9][CH3:10].[C:32]1([CH2:38][CH2:39][C:40](Cl)=[O:41])[CH:37]=[CH:36][CH:35]=[CH:34][CH:33]=1. (4) Given the product [CH3:19][O:18][C:15]1[CH:16]=[CH:17][C:12]([CH:9]2[CH2:10][S:7][C:6]([NH2:5])=[N:8]2)=[CH:13][CH:14]=1, predict the reactants needed to synthesize it. The reactants are: C([NH:5][C:6]([NH:8][CH:9]([C:12]1[CH:17]=[CH:16][C:15]([O:18][CH3:19])=[CH:14][CH:13]=1)[CH2:10]O)=[S:7])(C)(C)C.Cl.O.C(O)C. (5) Given the product [C:1]([O:5][C:6]([N:8]1[CH2:12][CH2:11][CH2:31][CH:10]([NH:13][C:14]([C:16]2[S:17][CH:18]=[CH:19][C:20]=2[NH:21][C:22]2[CH:27]=[CH:26][N:25]=[C:24]3[NH:28][CH:29]=[CH:30][C:23]=23)=[O:15])[CH2:9]1)=[O:7])([CH3:2])([CH3:4])[CH3:3], predict the reactants needed to synthesize it. The reactants are: [C:1]([O:5][C:6]([N:8]1[CH2:12][CH2:11][CH:10]([NH:13][C:14]([C:16]2[S:17][CH:18]=[CH:19][C:20]=2[NH:21][C:22]2[CH:27]=[CH:26][N:25]=[C:24]3[NH:28][CH:29]=[CH:30][C:23]=23)=[O:15])[CH2:9]1)=[O:7])([CH3:4])([CH3:3])[CH3:2].[C:31](N1CCCC(N)C1)(OC(C)(C)C)=O. (6) Given the product [C:16]1([C:22](=[O:26])[C:23]([O:15][CH:13]([CH3:14])[CH2:12][CH:10]([O:9][C:1](=[O:8])[C:2]2[CH:7]=[CH:6][CH:5]=[CH:4][CH:3]=2)[CH3:11])=[O:24])[CH:21]=[CH:20][CH:19]=[CH:18][CH:17]=1, predict the reactants needed to synthesize it. The reactants are: [C:1]([O:9][CH:10]([CH2:12][CH:13]([OH:15])[CH3:14])[CH3:11])(=[O:8])[C:2]1[CH:7]=[CH:6][CH:5]=[CH:4][CH:3]=1.[C:16]1([C:22](=[O:26])[C:23](Cl)=[O:24])[CH:21]=[CH:20][CH:19]=[CH:18][CH:17]=1.N1C=CC=CC=1.